This data is from Catalyst prediction with 721,799 reactions and 888 catalyst types from USPTO. The task is: Predict which catalyst facilitates the given reaction. (1) Reactant: [CH3:1][O:2][CH2:3][CH2:4][O:5][C:6]1[C:7]([CH3:25])=[C:8]([C:16]([C:18]2[CH:19]=[N:20][N:21]([CH3:24])[C:22]=2[OH:23])=[O:17])[CH:9]=[CH:10][C:11]=1[S:12]([CH3:15])(=[O:14])=[O:13].C(N(CC)CC)C.[CH3:33][CH2:34][S:35][C:36](Cl)=[O:37].C(OCC)(=O)C. Product: [CH3:1][O:2][CH2:3][CH2:4][O:5][C:6]1[C:7]([CH3:25])=[C:8]([C:16]([C:18]2[CH:19]=[N:20][N:21]([CH3:24])[C:22]=2[O:23][C:36]([S:35][CH2:34][CH3:33])=[O:37])=[O:17])[CH:9]=[CH:10][C:11]=1[S:12]([CH3:15])(=[O:14])=[O:13]. The catalyst class is: 1. (2) Reactant: [NH2:1][OH:2].[Cl:3][C:4]1[C:5]([NH:12][CH2:13][CH2:14][O:15][CH3:16])=[N:6][CH:7]=[C:8]([CH:11]=1)[C:9]#[N:10]. Product: [Cl:3][C:4]1[CH:11]=[C:8]([C:9](=[N:1][OH:2])[NH2:10])[CH:7]=[N:6][C:5]=1[NH:12][CH2:13][CH2:14][O:15][CH3:16]. The catalyst class is: 1. (3) Reactant: C([N:8]1[CH2:13][CH2:12][N:11]2[CH:14]=[N:15][C:16]([C:17]([O:19][CH3:20])=[O:18])=[C:10]2[CH2:9]1)C1C=CC=CC=1.[C:29](O[C:29]([O:31][C:32]([CH3:35])([CH3:34])[CH3:33])=[O:30])([O:31][C:32]([CH3:35])([CH3:34])[CH3:33])=[O:30]. Product: [C:16]1([C:17]([O:19][CH3:20])=[O:18])[N:15]=[CH:14][N:11]2[CH2:12][CH2:13][N:8]([C:29]([O:31][C:32]([CH3:33])([CH3:34])[CH3:35])=[O:30])[CH2:9][C:10]=12. The catalyst class is: 29. (4) Reactant: C(OC([N:8]1[CH2:17][CH2:16][C:15]2[C:10](=[CH:11][C:12]([C:18]3[N:26]4[C:21]([C:22]([NH2:27])=[N:23][CH:24]=[N:25]4)=[C:20]([C:28]4[CH:29]=[CH:30][C:31]5[C:35]([CH:36]=4)=[N:34][N:33]([CH2:37][C:38]4[CH:43]=[CH:42][CH:41]=[CH:40][CH:39]=4)[CH:32]=5)[CH:19]=3)=[CH:13][CH:14]=2)[CH2:9]1)=O)(C)(C)C.C(O)(C(F)(F)F)=O. Product: [CH2:37]([N:33]1[CH:32]=[C:31]2[C:35]([CH:36]=[C:28]([C:20]3[CH:19]=[C:18]([C:12]4[CH:11]=[C:10]5[C:15]([CH2:16][CH2:17][NH:8][CH2:9]5)=[CH:14][CH:13]=4)[N:26]4[C:21]=3[C:22]([NH2:27])=[N:23][CH:24]=[N:25]4)[CH:29]=[CH:30]2)=[N:34]1)[C:38]1[CH:39]=[CH:40][CH:41]=[CH:42][CH:43]=1. The catalyst class is: 2. (5) Reactant: [CH3:1][CH:2]([CH2:16][CH2:17][CH2:18][CH:19]([CH3:26])[CH2:20][CH2:21][CH2:22][CH:23]([CH3:25])[CH3:24])[CH2:3][CH2:4][CH2:5][CH2:6][O:7][CH2:8][C:9]([CH2:14][OH:15])([CH2:12][OH:13])[CH2:10][OH:11]. Product: [CH3:1][CH:2]([CH2:16][CH2:17][CH2:18][CH:19]([CH3:26])[CH2:20][CH2:21][CH2:22][CH:23]([CH3:25])[CH3:24])[CH2:3][CH2:4][CH2:5][CH2:6][O:7][CH2:8][C:9]([CH2:12][OH:13])([CH2:14][OH:15])[CH2:10][OH:11].[OH2:7]. The catalyst class is: 6.